This data is from Catalyst prediction with 721,799 reactions and 888 catalyst types from USPTO. The task is: Predict which catalyst facilitates the given reaction. (1) Reactant: C[Mg]Br.[C:4]([O:8][C:9]([NH:11][C:12]1[S:16][C:15]([C:17]2[C:22]([F:23])=[CH:21][CH:20]=[CH:19][C:18]=2[F:24])=[N:14][C:13]=1[C:25]([NH:27][C:28]1[C:29]([N:38]2[CH2:43][CH2:42][CH2:41][C@H:40]([NH:44][C:45](=[O:51])[O:46][C:47]([CH3:50])([CH3:49])[CH3:48])[CH2:39]2)=[C:30]2[CH2:36][CH2:35][C:34](=[O:37])[C:31]2=[N:32][CH:33]=1)=[O:26])=[O:10])([CH3:7])([CH3:6])[CH3:5].[CH3:52]COC(C)=O.Cl. Product: [C:4]([O:8][C:9]([NH:11][C:12]1[S:16][C:15]([C:17]2[C:18]([F:24])=[CH:19][CH:20]=[CH:21][C:22]=2[F:23])=[N:14][C:13]=1[C:25]([NH:27][C:28]1[C:29]([N:38]2[CH2:43][CH2:42][CH2:41][C@H:40]([NH:44][C:45](=[O:51])[O:46][C:47]([CH3:50])([CH3:49])[CH3:48])[CH2:39]2)=[C:30]2[CH2:36][CH2:35][C:34]([OH:37])([CH3:52])[C:31]2=[N:32][CH:33]=1)=[O:26])=[O:10])([CH3:7])([CH3:6])[CH3:5]. The catalyst class is: 1. (2) Reactant: [Cl:1][C:2]1[N:3]=[C:4](Cl)[C:5]2[C:6](=[CH:8][N:9]([CH2:11][C:12]3[CH:17]=[CH:16][C:15]([O:18][CH3:19])=[CH:14][CH:13]=3)[N:10]=2)[N:7]=1.[CH3:21][O-:22].[Na+]. Product: [Cl:1][C:2]1[N:3]=[C:4]([O:22][CH3:21])[C:5]2[C:6](=[CH:8][N:9]([CH2:11][C:12]3[CH:17]=[CH:16][C:15]([O:18][CH3:19])=[CH:14][CH:13]=3)[N:10]=2)[N:7]=1. The catalyst class is: 7. (3) Reactant: [NH2:1][C:2]1[CH:7]=[CH:6][C:5]([C:8]2[C:16]3[C:11](=[CH:12][CH:13]=[C:14]([F:17])[CH:15]=3)[N:10]([S:18]([C:21]3[CH:26]=[CH:25][CH:24]=[CH:23][CH:22]=3)(=[O:20])=[O:19])[CH:9]=2)=[CH:4][C:3]=1[OH:27].C1C[O:31][CH2:30]C1. Product: [F:17][C:14]1[CH:15]=[C:16]2[C:11](=[CH:12][CH:13]=1)[N:10]([S:18]([C:21]1[CH:26]=[CH:25][CH:24]=[CH:23][CH:22]=1)(=[O:20])=[O:19])[CH:9]=[C:8]2[C:5]1[CH:6]=[CH:7][C:2]2[NH:1][C:30](=[O:31])[O:27][C:3]=2[CH:4]=1. The catalyst class is: 6. (4) Reactant: [CH:1]1([CH2:7][C:8]2[N:12]3[CH:13]=[CH:14][C:15]([C:17](=[O:23])[N:18]([CH2:21][CH3:22])[CH2:19][CH3:20])=[CH:16][C:11]3=[N:10][C:9]=2[C:24]([OH:26])=O)[CH2:6][CH2:5][CH2:4][CH2:3][CH2:2]1.CCN=C=NCCCN(C)C.Cl.C1C=CC2N(O)N=NC=2C=1.O.Cl.[CH3:51][NH:52][O:53][CH3:54].N1C=CC=CC=1.C(=O)([O-])O.[Na+]. Product: [CH:1]1([CH2:7][C:8]2[N:12]3[CH:13]=[CH:14][C:15]([C:17](=[O:23])[N:18]([CH2:19][CH3:20])[CH2:21][CH3:22])=[CH:16][C:11]3=[N:10][C:9]=2[C:24]([N:52]([O:53][CH3:54])[CH3:51])=[O:26])[CH2:6][CH2:5][CH2:4][CH2:3][CH2:2]1. The catalyst class is: 3. (5) Product: [Cl:24][C:22]1[CH:21]=[CH:20][CH:19]=[C:18]2[C:23]=1[C:14]([O:10][CH:7]1[CH2:8][CH2:9][N:4]([CH:1]([CH3:3])[CH3:2])[CH2:5][CH2:6]1)=[N:15][C:16]([C@@H:25]([NH:27][C:28]1[N:36]=[CH:35][N:34]=[C:33]3[C:29]=1[N:30]=[CH:31][NH:32]3)[CH3:26])=[CH:17]2. The catalyst class is: 1. Reactant: [CH:1]([N:4]1[CH2:9][CH2:8][CH:7]([OH:10])[CH2:6][CH2:5]1)([CH3:3])[CH3:2].[H-].[Na+].Cl[C:14]1[C:23]2[C:18](=[CH:19][CH:20]=[CH:21][C:22]=2[Cl:24])[CH:17]=[C:16]([C@@H:25]([NH:27][C:28]2[N:36]=[CH:35][N:34]=[C:33]3[C:29]=2[N:30]=[CH:31][NH:32]3)[CH3:26])[N:15]=1.O. (6) Reactant: [CH2:1]([O:3][C:4]([N:6]1[CH2:10][CH2:9][C@H:8]([NH:11][C:12]2[CH:17]=[CH:16][C:15]([N+:18]([O-])=O)=[CH:14][N:13]=2)[CH2:7]1)=[O:5])[CH3:2].C1COCC1. Product: [CH2:1]([O:3][C:4]([N:6]1[CH2:10][CH2:9][C@H:8]([NH:11][C:12]2[CH:17]=[CH:16][C:15]([NH2:18])=[CH:14][N:13]=2)[CH2:7]1)=[O:5])[CH3:2]. The catalyst class is: 29. (7) Product: [CH3:27][O:28][C:29]1[CH:30]=[C:31]([CH2:37][O:1][C:2]2[CH:3]=[C:4]([CH2:8][N:9]3[CH2:14][CH2:13][N:12]([C:15]4[C:20]([C:21]([O:23][CH:24]([CH3:26])[CH3:25])=[O:22])=[CH:19][CH:18]=[CH:17][N:16]=4)[CH2:11][CH2:10]3)[CH:5]=[CH:6][CH:7]=2)[CH:32]=[CH:33][C:34]=1[O:35][CH3:36]. The catalyst class is: 2. Reactant: [OH:1][C:2]1[CH:3]=[C:4]([CH2:8][N:9]2[CH2:14][CH2:13][N:12]([C:15]3[C:20]([C:21]([O:23][CH:24]([CH3:26])[CH3:25])=[O:22])=[CH:19][CH:18]=[CH:17][N:16]=3)[CH2:11][CH2:10]2)[CH:5]=[CH:6][CH:7]=1.[CH3:27][O:28][C:29]1[CH:30]=[C:31]([CH2:37]O)[CH:32]=[CH:33][C:34]=1[O:35][CH3:36].C1C=CC(P(C2C=CC=CC=2)C2C=CC=CC=2)=CC=1.CCOC(/N=N/C(OCC)=O)=O. (8) Reactant: CCN(C(C)C)C(C)C.[C:10](Cl)(=[O:12])[CH3:11].[Cl:14][C:15]1[CH:16]=[C:17]2[C:21](=[CH:22][CH:23]=1)[NH:20][C:19]([C:24]([NH:26][C@@H:27]1[CH2:35][C:34]3[C:29](=[CH:30][CH:31]=[CH:32][CH:33]=3)[C@H:28]1[NH:36][CH2:37][C:38]([O:40][C:41]([CH3:44])([CH3:43])[CH3:42])=[O:39])=[O:25])=[CH:18]2. Product: [C:10]([N:36]([CH2:37][C:38]([O:40][C:41]([CH3:44])([CH3:43])[CH3:42])=[O:39])[C@@H:28]1[C:29]2[C:34](=[CH:33][CH:32]=[CH:31][CH:30]=2)[CH2:35][C@H:27]1[NH:26][C:24]([C:19]1[NH:20][C:21]2[C:17]([CH:18]=1)=[CH:16][C:15]([Cl:14])=[CH:23][CH:22]=2)=[O:25])(=[O:12])[CH3:11]. The catalyst class is: 1. (9) Reactant: [CH3:1][C:2]1[C:9]([CH3:10])=[C:8]([O:11][CH3:12])[CH:7]=[CH:6][C:3]=1[CH:4]=O.[C:13]([O:17][C:18]([N:20]1[CH2:25][CH2:24][NH:23][CH2:22][CH2:21]1)=[O:19])([CH3:16])([CH3:15])[CH3:14].N1C2C=CC=C[C:29]=2N=N1.C[Mg]Br. Product: [C:13]([O:17][C:18]([N:20]1[CH2:25][CH2:24][N:23]([CH:4]([C:3]2[CH:6]=[CH:7][C:8]([O:11][CH3:12])=[C:9]([CH3:10])[C:2]=2[CH3:1])[CH3:29])[CH2:22][CH2:21]1)=[O:19])([CH3:16])([CH3:14])[CH3:15]. The catalyst class is: 8. (10) Reactant: [C:1]1([C:7]23[NH:12][CH:11]2[CH2:10][CH2:9][CH2:8]3)[CH:6]=[CH:5][CH:4]=[CH:3][CH:2]=1.S(=O)(=O)(O)O.[CH3:18][OH:19]. Product: [CH3:18][O:19][C@:7]1([C:1]2[CH:6]=[CH:5][CH:4]=[CH:3][CH:2]=2)[CH2:8][CH2:9][CH2:10][C@H:11]1[NH2:12]. The catalyst class is: 74.